This data is from Catalyst prediction with 721,799 reactions and 888 catalyst types from USPTO. The task is: Predict which catalyst facilitates the given reaction. (1) Reactant: [N:1]1[C:6]2[CH:7]=[CH:8][S:9][C:5]=2[C:4](=[O:10])[NH:3][CH:2]=1.[Br:11]Br. Product: [Br:11][C:7]1[C:6]2[N:1]=[CH:2][NH:3][C:4](=[O:10])[C:5]=2[S:9][CH:8]=1. The catalyst class is: 15. (2) Reactant: [OH-].[Na+].C1COCC1.[Cl:8][C:9]1[CH:14]=[C:13]([NH:15][CH2:16][C:17]2[C:22]([CH:23]([CH3:25])[CH3:24])=[CH:21][C:20]([C:26]([F:29])([F:28])[F:27])=[CH:19][C:18]=2[C:30]2[CH:31]=[CH:32][C:33]([C:36]([NH:38][CH2:39][CH2:40][C:41]([O:43]CC)=[O:42])=[O:37])=[N:34][CH:35]=2)[CH:12]=[CH:11][C:10]=1[C:46]1[CH:51]=[CH:50][C:49]([C:52]([F:55])([F:54])[F:53])=[CH:48][C:47]=1[CH3:56].Cl. Product: [Cl:8][C:9]1[CH:14]=[C:13]([NH:15][CH2:16][C:17]2[C:22]([CH:23]([CH3:24])[CH3:25])=[CH:21][C:20]([C:26]([F:28])([F:29])[F:27])=[CH:19][C:18]=2[C:30]2[CH:31]=[CH:32][C:33]([C:36]([NH:38][CH2:39][CH2:40][C:41]([OH:43])=[O:42])=[O:37])=[N:34][CH:35]=2)[CH:12]=[CH:11][C:10]=1[C:46]1[CH:51]=[CH:50][C:49]([C:52]([F:55])([F:53])[F:54])=[CH:48][C:47]=1[CH3:56]. The catalyst class is: 5. (3) Reactant: CO[CH:3]([N:6]([CH3:8])[CH3:7])OC.[C:9]([O:13][C:14]([N:16]1[CH2:21][CH2:20][C:19](=[O:22])[CH2:18][CH2:17]1)=[O:15])([CH3:12])([CH3:11])[CH3:10]. Product: [C:9]([O:13][C:14]([N:16]1[CH2:17][CH2:18][C:19](=[O:22])[C:20](=[CH:3][N:6]([CH3:8])[CH3:7])[CH2:21]1)=[O:15])([CH3:12])([CH3:10])[CH3:11]. The catalyst class is: 11. (4) Reactant: C[O:2][C:3]1[CH:20]=[CH:19][C:18]2[C:17]3[C:12](=[CH:13][CH:14]=[CH:15][CH:16]=3)[C:11]3[C:6](=[CH:7][C:8]([O:21]C)=[CH:9][CH:10]=3)[C:5]=2[CH:4]=1.Cl.N1C=CC=CC=1. Product: [CH:4]1[C:5]2[C:6]3[C:11](=[CH:10][CH:9]=[C:8]([OH:21])[CH:7]=3)[C:12]3[C:17](=[CH:16][CH:15]=[CH:14][CH:13]=3)[C:18]=2[CH:19]=[CH:20][C:3]=1[OH:2]. The catalyst class is: 6. (5) Reactant: [NH2:1][C:2]1([C:13]([OH:15])=[O:14])[CH2:5][N:4]([C:6]([O:8][C:9]([CH3:12])([CH3:11])[CH3:10])=[O:7])[CH2:3]1.C(=O)([O-])[O-].[Na+].[Na+].O.[C:23](Cl)(=[O:39])[O:24][CH2:25][CH:26]1[C:38]2[CH:37]=[CH:36][CH:35]=[CH:34][C:33]=2[C:32]2[C:27]1=[CH:28][CH:29]=[CH:30][CH:31]=2. The catalyst class is: 12. Product: [CH:37]1[C:38]2[CH:26]([CH2:25][O:24][C:23]([NH:1][C:2]3([C:13]([OH:15])=[O:14])[CH2:5][N:4]([C:6]([O:8][C:9]([CH3:12])([CH3:10])[CH3:11])=[O:7])[CH2:3]3)=[O:39])[C:27]3[C:32](=[CH:31][CH:30]=[CH:29][CH:28]=3)[C:33]=2[CH:34]=[CH:35][CH:36]=1.